Dataset: Catalyst prediction with 721,799 reactions and 888 catalyst types from USPTO. Task: Predict which catalyst facilitates the given reaction. (1) Reactant: CCCCCCC.[Zn]([CH2:11][CH3:12])CC.C1COCC1.[CH3:18][O:19][C:20]([C:22]1[O:23][C:24](Br)=[CH:25][CH:26]=1)=[O:21]. Product: [CH3:18][O:19][C:20]([C:22]1[O:23][C:24]([CH2:11][CH3:12])=[CH:25][CH:26]=1)=[O:21]. The catalyst class is: 263. (2) Reactant: ON1C2C=CC=CC=2N=N1.[C:11]1([CH2:17][CH2:18][NH2:19])[CH:16]=[CH:15][CH:14]=[CH:13][CH:12]=1.CN1CCOCC1.Cl.[CH3:28][N:29]([CH3:46])[C:30]1([C:40]2[CH:45]=[CH:44][CH:43]=[CH:42][CH:41]=2)[CH2:35][CH2:34][C:33](=[CH:36][C:37]([OH:39])=O)[CH2:32][CH2:31]1.C1(N=C=NC2CCCCC2)CCCCC1.[OH-].[Na+]. Product: [CH3:46][N:29]([CH3:28])[C:30]1([C:40]2[CH:45]=[CH:44][CH:43]=[CH:42][CH:41]=2)[CH2:31][CH2:32][C:33](=[CH:36][C:37]([NH:19][CH2:18][CH2:17][C:11]2[CH:16]=[CH:15][CH:14]=[CH:13][CH:12]=2)=[O:39])[CH2:34][CH2:35]1. The catalyst class is: 35.